The task is: Regression. Given a peptide amino acid sequence and an MHC pseudo amino acid sequence, predict their binding affinity value. This is MHC class I binding data.. This data is from Peptide-MHC class I binding affinity with 185,985 pairs from IEDB/IMGT. (1) The peptide sequence is DSFKEELDKY. The MHC is HLA-A30:02 with pseudo-sequence HLA-A30:02. The binding affinity (normalized) is 0.473. (2) The peptide sequence is KPKLARGEL. The MHC is HLA-A02:03 with pseudo-sequence HLA-A02:03. The binding affinity (normalized) is 0.0847. (3) The peptide sequence is FLIRQLIRL. The MHC is Mamu-A70103 with pseudo-sequence Mamu-A70103. The binding affinity (normalized) is 0.130. (4) The peptide sequence is PLALEGSLQK. The MHC is HLA-A33:01 with pseudo-sequence HLA-A33:01. The binding affinity (normalized) is 0. (5) The peptide sequence is WQDGGWQSV. The MHC is HLA-A68:02 with pseudo-sequence HLA-A68:02. The binding affinity (normalized) is 0.0847. (6) The peptide sequence is HKIPDPQGM. The MHC is HLA-A02:12 with pseudo-sequence HLA-A02:12. The binding affinity (normalized) is 0.0847.